The task is: Predict the product of the given reaction.. This data is from Forward reaction prediction with 1.9M reactions from USPTO patents (1976-2016). (1) The product is: [CH3:25][O:26][C:27]1[CH:32]=[C:31]([C:2]2[C:10]3[C:5](=[CH:6][CH:7]=[C:8]([NH:11][C:12](=[O:24])[CH:13]([N:19]4[CH2:23][CH2:22][CH2:21][CH2:20]4)[C:14]4[CH:18]=[CH:17][S:16][CH:15]=4)[CH:9]=3)[NH:4][N:3]=2)[CH:30]=[CH:29][C:28]=1[N:42]1[CH2:43][CH2:44][N:45]([CH3:48])[CH2:46][CH2:47]1. Given the reactants I[C:2]1[C:10]2[C:5](=[CH:6][CH:7]=[C:8]([NH:11][C:12](=[O:24])[CH:13]([N:19]3[CH2:23][CH2:22][CH2:21][CH2:20]3)[C:14]3[CH:18]=[CH:17][S:16][CH:15]=3)[CH:9]=2)[NH:4][N:3]=1.[CH3:25][O:26][C:27]1[CH:32]=[C:31](B2OC(C)(C)C(C)(C)O2)[CH:30]=[CH:29][C:28]=1[N:42]1[CH2:47][CH2:46][N:45]([CH3:48])[CH2:44][CH2:43]1.C([O-])([O-])=O.[Na+].[Na+], predict the reaction product. (2) The product is: [CH:16]([C:2]1[C:11]2[C:6](=[CH:7][CH:8]=[C:9]3[O:15][CH2:14][CH2:13][O:12][C:10]3=2)[N:5]=[CH:4][CH:3]=1)=[CH2:17]. Given the reactants Br[C:2]1[C:11]2[C:6](=[CH:7][CH:8]=[C:9]3[O:15][CH2:14][CH2:13][O:12][C:10]3=2)[N:5]=[CH:4][CH:3]=1.[CH:16]([Sn](CCCC)(CCCC)CCCC)=[CH2:17], predict the reaction product. (3) Given the reactants C([Sn](CCCC)(CCCC)[C:6]1[N:10]2[CH:11]=[CH:12][C:13]([C:15]([F:18])([F:17])[F:16])=[N:14][C:9]2=[N:8][CH:7]=1)CCC.Br[C:28]1[CH:29]=[CH:30][C:31]([C:34]2[CH:39]=[CH:38][C:37]([F:40])=[CH:36][CH:35]=2)=[N:32][CH:33]=1, predict the reaction product. The product is: [F:40][C:37]1[CH:36]=[CH:35][C:34]([C:31]2[CH:30]=[CH:29][C:28]([C:6]3[N:10]4[CH:11]=[CH:12][C:13]([C:15]([F:16])([F:17])[F:18])=[N:14][C:9]4=[N:8][CH:7]=3)=[CH:33][N:32]=2)=[CH:39][CH:38]=1. (4) Given the reactants [Si:1]([O:8][C@H:9]1[CH2:18][C:17]([CH3:20])([CH3:19])[CH2:16][C:15]2[N:14]=[C:13]([CH:21]3[CH2:25][CH2:24][CH2:23][CH2:22]3)[C:12]([CH:26]=[O:27])=[C:11]([I:28])[C:10]1=2)([C:4]([CH3:7])([CH3:6])[CH3:5])([CH3:3])[CH3:2].[CH:29]([C:32]1[CH:37]=[CH:36][C:35]([Mg]Br)=[CH:34][CH:33]=1)([CH3:31])[CH3:30], predict the reaction product. The product is: [Si:1]([O:8][C@H:9]1[CH2:18][C:17]([CH3:20])([CH3:19])[CH2:16][C:15]2[N:14]=[C:13]([CH:21]3[CH2:22][CH2:23][CH2:24][CH2:25]3)[C:12]([CH:26]([C:35]3[CH:36]=[CH:37][C:32]([CH:29]([CH3:31])[CH3:30])=[CH:33][CH:34]=3)[OH:27])=[C:11]([I:28])[C:10]1=2)([C:4]([CH3:5])([CH3:6])[CH3:7])([CH3:3])[CH3:2].